Dataset: Reaction yield outcomes from USPTO patents with 853,638 reactions. Task: Predict the reaction yield, written as a fraction of the theoretical maximum amount of product (1.0 means a 100% yield; for example, 0.34 means a 34% yield). (1) The reactants are Cl[C:2]1[C:7]2=[C:8]([CH3:11])[CH:9]=[CH:10][N:6]2[N:5]=[CH:4][N:3]=1.[F:12][C:13]1[CH:18]=[C:17]([N+:19]([O-:21])=[O:20])[CH:16]=[CH:15][C:14]=1[OH:22].C(=O)([O-])[O-].[K+].[K+]. The catalyst is CN(C=O)C.ClCCl. The product is [F:12][C:13]1[CH:18]=[C:17]([N+:19]([O-:21])=[O:20])[CH:16]=[CH:15][C:14]=1[O:22][C:2]1[C:7]2=[C:8]([CH3:11])[CH:9]=[CH:10][N:6]2[N:5]=[CH:4][N:3]=1. The yield is 0.720. (2) The reactants are [CH2:1]([CH:3]([NH:6][C:7]1[N:12]=[C:11]([NH:13][CH3:14])[N:10]=[C:9]([NH:15][CH2:16][C:17]#[CH:18])[N:8]=1)[CH2:4][CH3:5])[CH3:2].[OH:19][S:20]([OH:23])(=[O:22])=[O:21].S(O)(O)(=O)=O.C(NC1N=C(NC)N=C(NCC#C)N=1)C.C(NC1N=C(NC)N=C(NCC#C)N=1)C. No catalyst specified. The product is [S:20]([OH:23])([OH:22])(=[O:21])=[O:19].[CH2:1]([CH:3]([NH:6][C:7]1[N:12]=[C:11]([NH:13][CH3:14])[N:10]=[C:9]([NH:15][CH2:16][C:17]#[CH:18])[N:8]=1)[CH2:4][CH3:5])[CH3:2].[CH2:1]([CH:3]([NH:6][C:7]1[N:12]=[C:11]([NH:13][CH3:14])[N:10]=[C:9]([NH:15][CH2:16][C:17]#[CH:18])[N:8]=1)[CH2:4][CH3:5])[CH3:2]. The yield is 0.730. (3) The reactants are [C:1]1([C:26]2[CH:31]=[CH:30][CH:29]=[CH:28][CH:27]=2)[CH:6]=[CH:5][C:4]([CH2:7][C:8](=[O:25])[CH2:9][C:10]2[O:14][C:13]([C:15]3[N:20]=[C:19]([C:21]([O:23]C)=[O:22])[CH:18]=[CH:17][CH:16]=3)=[N:12][N:11]=2)=[CH:3][CH:2]=1. The catalyst is CO.C(Cl)Cl. The product is [C:1]1([C:26]2[CH:31]=[CH:30][CH:29]=[CH:28][CH:27]=2)[CH:2]=[CH:3][C:4]([CH2:7][C:8](=[O:25])[CH2:9][C:10]2[O:14][C:13]([C:15]3[N:20]=[C:19]([C:21]([OH:23])=[O:22])[CH:18]=[CH:17][CH:16]=3)=[N:12][N:11]=2)=[CH:5][CH:6]=1. The yield is 0.850. (4) The reactants are [F:1][C:2]1[CH:9]=[C:8]([F:10])[CH:7]=[CH:6][C:3]=1[CH2:4][NH2:5].[CH2:11]([C:13]1[CH:21]=[CH:20][C:16]([C:17](O)=[O:18])=[CH:15][CH:14]=1)[CH3:12].Cl.C(N=C=NCCCN(C)C)C. The catalyst is C(Cl)Cl.CN(C1C=CN=CC=1)C. The product is [F:1][C:2]1[CH:9]=[C:8]([F:10])[CH:7]=[CH:6][C:3]=1[CH2:4][NH:5][C:17](=[O:18])[C:16]1[CH:20]=[CH:21][C:13]([CH2:11][CH3:12])=[CH:14][CH:15]=1. The yield is 0.940. (5) The reactants are [Br:1][C:2]1[CH:7]=[CH:6][C:5]([CH:8]([C:13]2[CH:18]=[CH:17][C:16]([Cl:19])=[CH:15][CH:14]=2)[CH2:9][C:10](O)=[O:11])=[CH:4][CH:3]=1.C(N1C=CN=C1)([N:22]1C=CN=C1)=O.N. The catalyst is ClCCl. The product is [Br:1][C:2]1[CH:7]=[CH:6][C:5]([CH:8]([C:13]2[CH:18]=[CH:17][C:16]([Cl:19])=[CH:15][CH:14]=2)[CH2:9][C:10]([NH2:22])=[O:11])=[CH:4][CH:3]=1. The yield is 0.360. (6) The product is [CH3:20][O:21][C:5](=[O:6])[C:4]1[CH:7]=[CH:8][C:9]([O:10][CH:11]([F:13])[F:12])=[C:2]([OH:1])[CH:3]=1. No catalyst specified. The reactants are [OH:1][C:2]1[CH:3]=[C:4]([CH:7]=[CH:8][C:9]=1[O:10][CH:11]([F:13])[F:12])[CH:5]=[O:6].OOS([O-])=O.[K+].[CH3:20][OH:21]. The yield is 0.700. (7) The reactants are [C:1]12([N:11]3[CH:15]=[C:14]([CH2:16][S:17][C:18]4[CH:23]=[C:22]([Cl:24])[CH:21]=[CH:20][C:19]=4[Cl:25])[N:13]=[N:12]3)[CH2:10][CH:5]3[CH2:6][CH:7]([CH2:9][CH:3]([CH2:4]3)[CH2:2]1)[CH2:8]2.C1C=C(Cl)C=C(C(OO)=[O:34])C=1. The catalyst is C(Cl)Cl. The product is [C:1]12([N:11]3[CH:15]=[C:14]([CH2:16][S:17]([C:18]4[CH:23]=[C:22]([Cl:24])[CH:21]=[CH:20][C:19]=4[Cl:25])=[O:34])[N:13]=[N:12]3)[CH2:10][CH:5]3[CH2:4][CH:3]([CH2:9][CH:7]([CH2:6]3)[CH2:8]1)[CH2:2]2. The yield is 0.960.